From a dataset of Reaction yield outcomes from USPTO patents with 853,638 reactions. Predict the reaction yield, written as a fraction of the theoretical maximum amount of product (1.0 means a 100% yield; for example, 0.34 means a 34% yield). (1) The reactants are [CH2:1]([C:3]1[C:15]([CH2:16][CH2:17][NH2:18])=[C:6]2[C:7]3[CH:13]=[C:12]([CH3:14])[O:11][C:8]=3[CH:9]=[CH:10][N:5]2[N:4]=1)[CH3:2].C(N(CC)CC)C.[C:26](Cl)(=[O:28])[CH3:27].C(=O)([O-])O.[Na+]. The catalyst is O1CCCC1. The product is [CH2:1]([C:3]1[C:15]([CH2:16][CH2:17][NH:18][C:26](=[O:28])[CH3:27])=[C:6]2[C:7]3[CH:13]=[C:12]([CH3:14])[O:11][C:8]=3[CH:9]=[CH:10][N:5]2[N:4]=1)[CH3:2]. The yield is 0.510. (2) The catalyst is CN(C)C=O. The yield is 0.710. The product is [CH3:1][O:2][C:3]1[CH:4]=[C:5]2[C:10](=[CH:11][C:12]=1[O:13][CH3:14])[N:9]=[CH:8][N:7]=[C:6]2[O:15][C:16]1[CH:21]=[CH:20][C:19]([O:22][CH2:28][C:27]([O:26][CH3:25])=[O:30])=[CH:18][CH:17]=1. The reactants are [CH3:1][O:2][C:3]1[CH:4]=[C:5]2[C:10](=[CH:11][C:12]=1[O:13][CH3:14])[N:9]=[CH:8][N:7]=[C:6]2[O:15][C:16]1[CH:21]=[CH:20][C:19]([OH:22])=[CH:18][CH:17]=1.[H-].[Na+].[CH3:25][O:26][C:27](=[O:30])[CH2:28]Br.C(=O)([O-])O.[Na+]. (3) The reactants are [NH:1]1[C:5]2[CH:6]=[CH:7][CH:8]=[CH:9][C:4]=2[N:3]=[C:2]1[CH2:10][N:11]([CH3:22])[CH:12]1[C:21]2[N:20]=[CH:19][CH:18]=[CH:17][C:16]=2[CH2:15][CH2:14][CH2:13]1.Br[CH2:24][C:25]([O:27][CH3:28])=[O:26].C([O-])([O-])=O.[K+].[K+]. The catalyst is CN(C=O)C.CCOC(C)=O. The product is [CH3:22][N:11]([CH2:10][C:2]1[N:3]([CH2:24][C:25]([O:27][CH3:28])=[O:26])[C:4]2[CH:9]=[CH:8][CH:7]=[CH:6][C:5]=2[N:1]=1)[CH:12]1[C:21]2[N:20]=[CH:19][CH:18]=[CH:17][C:16]=2[CH2:15][CH2:14][CH2:13]1. The yield is 0.580. (4) The reactants are C([C@@H]1COC(=O)N1[C:14](=[O:42])[C@H:15]([CH:39]1[CH2:41][CH2:40]1)[C@H:16]([C@H:25]1[CH2:29][O:28][C:27]([CH3:31])([CH3:30])[N:26]1[C:32]([O:34][C:35]([CH3:38])([CH3:37])[CH3:36])=[O:33])[O:17][Si:18]([C:21]([CH3:24])([CH3:23])[CH3:22])([CH3:20])[CH3:19])C1C=CC=CC=1.[BH4-].[Li+].[OH-].[Na+]. The catalyst is C1COCC1.CCO.C(OCC)C. The product is [Si:18]([O:17][C@@H:16]([C@H:25]1[CH2:29][O:28][C:27]([CH3:30])([CH3:31])[N:26]1[C:32]([O:34][C:35]([CH3:38])([CH3:37])[CH3:36])=[O:33])[C@@H:15]([CH:39]1[CH2:41][CH2:40]1)[CH2:14][OH:42])([C:21]([CH3:22])([CH3:23])[CH3:24])([CH3:20])[CH3:19]. The yield is 0.540. (5) The reactants are [CH2:1]([O:8][C:9](=[O:26])[C:10]1[CH:15]=[C:14]([CH:16]=O)[CH:13]=[CH:12][C:11]=1[O:18][CH2:19][C:20]1[CH:25]=[CH:24][CH:23]=[CH:22][CH:21]=1)[C:2]1[CH:7]=[CH:6][CH:5]=[CH:4][CH:3]=1.Cl.NO.C[N:31]1CCCC1=O.Cl. The catalyst is O. The product is [CH2:1]([O:8][C:9](=[O:26])[C:10]1[CH:15]=[C:14]([C:16]#[N:31])[CH:13]=[CH:12][C:11]=1[O:18][CH2:19][C:20]1[CH:25]=[CH:24][CH:23]=[CH:22][CH:21]=1)[C:2]1[CH:7]=[CH:6][CH:5]=[CH:4][CH:3]=1. The yield is 0.767.